Dataset: Forward reaction prediction with 1.9M reactions from USPTO patents (1976-2016). Task: Predict the product of the given reaction. (1) Given the reactants CCNC1C=C2[O:10]C3C(=C(C4C(C(OCC)=O)=CC=CC=4)C2=CC=1C)C=C(C)C(=[NH+]CC)C=3.[Cl-].CN(C1C=CC(C(C2C([Cl:60])=CC=CC=2)=[C:45]2[CH:53]=[CH:52][C:48](=[N+:49]([CH3:51])[CH3:50])[CH:47]=[CH:46]2)=CC=1)C.[Cl-].[CH3:62][CH2:63][N:64]([C:68]1[CH:73]=CC(C=CC2C(C)(C)C3C(=CC=CC=3)[N+]=2C)=C(C)[CH:69]=1)[CH2:65][CH2:66]Cl.[Cl-].[CH3:90][C:91]([NH:93][C:94]1C=CC(S([O-])(=O)=O)=C2C=[C:105](S([O-])(=O)=O)/[C:106](/[C:135](=O)[C:95]=12)=[N:107]\[NH:108][C:109]1[CH:118]=[CH:117][C:116](N=NC2C=CC(S([O-])(=O)=O)=CC=2)=[C:115]2[C:110]=1C=C(S([O-])(=O)=O)C=C2)=O.[Na+].[Na+].[Na+].[Na+], predict the reaction product. The product is: [CH3:62][CH2:63][N:64]([C:68]1[CH:73]=[CH:90][C:91]2[C:51](=[N+:49]([C:48]3[CH:47]=[CH:46][CH:45]=[CH:53][CH:52]=3)[C:50]3[CH:105]=[C:106]([NH:107][N:108]=[C:109]4[CH:110]=[CH:115][C:116](=[O:10])[CH:117]=[CH:118]4)[CH:135]=[CH:95][C:94]=3[N:93]=2)[CH:69]=1)[CH2:65][CH3:66].[Cl-:60]. (2) Given the reactants [Cl:1][C:2]1[N:9]=[C:8]([Cl:10])[C:7](I)=[CH:6][C:3]=1[C:4]#[N:5].[CH:12]1(B(O)O)[CH2:14][CH2:13]1.[O-]P([O-])([O-])=O.[K+].[K+].[K+].P(C1CCCCC1)(C1CCCCC1)C1CCCCC1, predict the reaction product. The product is: [Cl:1][C:2]1[N:9]=[C:8]([Cl:10])[C:7]([CH:12]2[CH2:14][CH2:13]2)=[CH:6][C:3]=1[C:4]#[N:5]. (3) The product is: [NH2:16][C:15]1[C:10]2[C:9]([C:17]3[CH:22]=[CH:21][CH:20]=[C:19]([O:23][CH2:24][C:25]4[CH:30]=[CH:29][CH:28]=[CH:27][CH:26]=4)[CH:18]=3)=[CH:8][N:7]([C@@H:5]3[CH2:4][C@H:3]([CH2:2][NH:1][C:35]([NH:34][CH2:31][CH2:32][CH3:33])=[O:36])[CH2:6]3)[C:11]=2[N:12]=[CH:13][N:14]=1. Given the reactants [NH2:1][CH2:2][C@@H:3]1[CH2:6][C@H:5]([N:7]2[C:11]3[N:12]=[CH:13][N:14]=[C:15]([NH2:16])[C:10]=3[C:9]([C:17]3[CH:22]=[CH:21][CH:20]=[C:19]([O:23][CH2:24][C:25]4[CH:30]=[CH:29][CH:28]=[CH:27][CH:26]=4)[CH:18]=3)=[CH:8]2)[CH2:4]1.[CH2:31]([N:34]=[C:35]=[O:36])[CH2:32][CH3:33], predict the reaction product. (4) The product is: [OH:28][CH2:27][C@@H:23]([NH:22][C:20](=[O:21])[O:19][CH2:12][C:13]1[CH:14]=[CH:15][CH:16]=[CH:17][CH:18]=1)[C:24](=[O:26])[N:2]([CH3:1])[CH2:3][CH2:4][CH2:5][C:6]1[N:7]([CH3:11])[CH:8]=[CH:9][N:10]=1. Given the reactants [CH3:1][NH:2][CH2:3][CH2:4][CH2:5][C:6]1[N:7]([CH3:11])[CH:8]=[CH:9][N:10]=1.[CH2:12]([O:19][C:20]([NH:22][C@H:23]([CH2:27][OH:28])[C:24]([OH:26])=O)=[O:21])[C:13]1[CH:18]=[CH:17][CH:16]=[CH:15][CH:14]=1.CN(C(ON1N=NC2C=CC=NC1=2)=[N+](C)C)C.F[P-](F)(F)(F)(F)F.CCN(C(C)C)C(C)C, predict the reaction product. (5) Given the reactants [N:1]1([CH2:15][C:16]2[CH:21]=[CH:20][C:19]([CH2:22]O)=[CH:18][CH:17]=2)[CH2:6][CH2:5][C:4]2([C:14]3[C:9](=[CH:10][CH:11]=[CH:12][CH:13]=3)[CH:8]=[CH:7]2)[CH2:3][CH2:2]1.P(Br)(Br)[Br:25], predict the reaction product. The product is: [Br:25][CH2:22][C:19]1[CH:20]=[CH:21][C:16]([CH2:15][N:1]2[CH2:6][CH2:5][C:4]3([C:14]4[C:9](=[CH:10][CH:11]=[CH:12][CH:13]=4)[CH:8]=[CH:7]3)[CH2:3][CH2:2]2)=[CH:17][CH:18]=1. (6) Given the reactants COC([CH:5]1[C:10]([O-:11])=[CH:9][C:8](=[O:12])[CH2:7][CH:6]1[C:13]([F:16])([F:15])[F:14])=O.[Na+].[OH-].[Na+], predict the reaction product. The product is: [F:14][C:13]([F:15])([F:16])[CH:6]1[CH2:7][C:8](=[O:12])[CH2:9][C:10](=[O:11])[CH2:5]1. (7) Given the reactants [CH3:1][C:2]1[N:7]=[C:6]([C:8]#[N:9])[CH:5]=[CH:4][CH:3]=1, predict the reaction product. The product is: [CH3:1][C@H:2]1[NH:7][C@@H:6]([CH2:8][NH2:9])[CH2:5][CH2:4][CH2:3]1.